From a dataset of NCI-60 drug combinations with 297,098 pairs across 59 cell lines. Regression. Given two drug SMILES strings and cell line genomic features, predict the synergy score measuring deviation from expected non-interaction effect. (1) Drug 1: CCC1(CC2CC(C3=C(CCN(C2)C1)C4=CC=CC=C4N3)(C5=C(C=C6C(=C5)C78CCN9C7C(C=CC9)(C(C(C8N6C=O)(C(=O)OC)O)OC(=O)C)CC)OC)C(=O)OC)O.OS(=O)(=O)O. Drug 2: C1=NC(=NC(=O)N1C2C(C(C(O2)CO)O)O)N. Cell line: UACC-257. Synergy scores: CSS=28.1, Synergy_ZIP=-9.25, Synergy_Bliss=-1.45, Synergy_Loewe=-16.0, Synergy_HSA=-2.00. (2) Drug 1: C1=NC2=C(N1)C(=S)N=CN2. Drug 2: C(CN)CNCCSP(=O)(O)O. Cell line: BT-549. Synergy scores: CSS=20.9, Synergy_ZIP=-0.167, Synergy_Bliss=5.30, Synergy_Loewe=-6.24, Synergy_HSA=4.97. (3) Drug 1: CC1=C2C(C(=O)C3(C(CC4C(C3C(C(C2(C)C)(CC1OC(=O)C(C(C5=CC=CC=C5)NC(=O)OC(C)(C)C)O)O)OC(=O)C6=CC=CC=C6)(CO4)OC(=O)C)O)C)O. Drug 2: C1CCC(C(C1)N)N.C(=O)(C(=O)[O-])[O-].[Pt+4]. Cell line: LOX IMVI. Synergy scores: CSS=24.3, Synergy_ZIP=-11.4, Synergy_Bliss=-11.7, Synergy_Loewe=-19.7, Synergy_HSA=-9.55. (4) Synergy scores: CSS=3.87, Synergy_ZIP=-3.44, Synergy_Bliss=-7.06, Synergy_Loewe=-22.5, Synergy_HSA=-5.21. Drug 1: C1=NC2=C(N=C(N=C2N1C3C(C(C(O3)CO)O)F)Cl)N. Drug 2: C(CN)CNCCSP(=O)(O)O. Cell line: SK-MEL-28. (5) Drug 1: C1CCC(CC1)NC(=O)N(CCCl)N=O. Drug 2: CC1=C(C(CCC1)(C)C)C=CC(=CC=CC(=CC(=O)O)C)C. Cell line: HS 578T. Synergy scores: CSS=23.3, Synergy_ZIP=-5.82, Synergy_Bliss=-0.357, Synergy_Loewe=0.460, Synergy_HSA=1.80. (6) Drug 1: CN(C)N=NC1=C(NC=N1)C(=O)N. Drug 2: CS(=O)(=O)CCNCC1=CC=C(O1)C2=CC3=C(C=C2)N=CN=C3NC4=CC(=C(C=C4)OCC5=CC(=CC=C5)F)Cl. Cell line: UACC-257. Synergy scores: CSS=-8.03, Synergy_ZIP=4.66, Synergy_Bliss=-0.225, Synergy_Loewe=-7.33, Synergy_HSA=-6.42.